This data is from Full USPTO retrosynthesis dataset with 1.9M reactions from patents (1976-2016). The task is: Predict the reactants needed to synthesize the given product. Given the product [CH3:1][O:2][CH2:3][CH2:4][CH2:5][C:6]1[S:10][C:9]([C:11]2[CH:16]=[CH:15][CH:14]=[CH:13][CH:12]=2)=[N:8][C:7]=1[C:17]([NH:31][C:30]1[CH:32]=[CH:33][CH:34]=[CH:35][C:29]=1[C:21]1[S:22][C:23]2[C:28]([N:20]=1)=[CH:27][CH:26]=[CH:25][N:24]=2)=[O:18], predict the reactants needed to synthesize it. The reactants are: [CH3:1][O:2][CH2:3][CH2:4][CH2:5][C:6]1[S:10][C:9]([C:11]2[CH:16]=[CH:15][CH:14]=[CH:13][CH:12]=2)=[N:8][C:7]=1[C:17](Cl)=[O:18].[N:20]1[C:28]2[C:23](=[N:24][CH:25]=[CH:26][CH:27]=2)[S:22][C:21]=1[C:29]1[CH:35]=[CH:34][CH:33]=[CH:32][C:30]=1[NH2:31].CCN(C(C)C)C(C)C.